Predict the product of the given reaction. From a dataset of Forward reaction prediction with 1.9M reactions from USPTO patents (1976-2016). (1) Given the reactants [CH3:1][O:2][C:3]1[CH:10]=[CH:9][C:6]([CH2:7]Cl)=[CH:5][CH:4]=1.[H-].[Na+].[CH2:13]1[O:15][CH:14]1[CH2:16][OH:17], predict the reaction product. The product is: [CH3:1][O:2][C:3]1[CH:10]=[CH:9][C:6]([CH2:7][O:17][CH2:16][CH:14]2[CH2:13][O:15]2)=[CH:5][CH:4]=1. (2) Given the reactants [Br:1][C:2]1[CH:11]=[C:10]2[C:5]([CH:6]=[CH:7][C:8](=O)[NH:9]2)=[CH:4][N:3]=1.P(Cl)(Cl)([Cl:15])=O, predict the reaction product. The product is: [Br:1][C:2]1[CH:11]=[C:10]2[C:5]([CH:6]=[CH:7][C:8]([Cl:15])=[N:9]2)=[CH:4][N:3]=1. (3) Given the reactants [CH:1]1([O:6][C:7](=[O:33])[C@@H:8]([NH:25][CH2:26][C:27]2[CH:32]=[CH:31][CH:30]=[CH:29][CH:28]=2)[CH2:9][CH2:10][O:11][C:12]2[CH:21]=[C:20]3[C:15]([C:16](Cl)=[CH:17][CH:18]=[N:19]3)=[CH:14][C:13]=2[O:23][CH3:24])[CH2:5][CH2:4][CH2:3][CH2:2]1.[OH:34][C:35]1[CH:40]=[CH:39][C:38]([NH:41][C:42](=[O:53])[C:43]2[CH:48]=[CH:47][C:46]([C:49]([F:52])([F:51])[F:50])=[CH:45][CH:44]=2)=[CH:37][CH:36]=1.CN(C=O)C.[OH-].[Na+], predict the reaction product. The product is: [CH:1]1([O:6][C:7](=[O:33])[C@@H:8]([NH:25][CH2:26][C:27]2[CH:32]=[CH:31][CH:30]=[CH:29][CH:28]=2)[CH2:9][CH2:10][O:11][C:12]2[CH:21]=[C:20]3[C:15]([C:16]([O:34][C:35]4[CH:36]=[CH:37][C:38]([NH:41][C:42](=[O:53])[C:43]5[CH:48]=[CH:47][C:46]([C:49]([F:50])([F:51])[F:52])=[CH:45][CH:44]=5)=[CH:39][CH:40]=4)=[CH:17][CH:18]=[N:19]3)=[CH:14][C:13]=2[O:23][CH3:24])[CH2:5][CH2:4][CH2:3][CH2:2]1. (4) The product is: [CH3:13][N:5]1[C:6](=[O:9])[CH2:7][CH2:8][C@H:4]1[C:3]([O:2][CH3:1])=[O:10]. Given the reactants [CH3:1][O:2][C:3](=[O:10])[C@@H:4]1[CH2:8][CH2:7][C:6](=[O:9])[NH:5]1.[H-].[Na+].[CH3:13]I, predict the reaction product. (5) Given the reactants [Cl:1][C:2]1[C:11]([CH2:12][CH2:13][CH2:14][O:15][CH3:16])=[CH:10][C:9]([CH2:17][CH2:18][CH2:19][O:20][CH3:21])=[CH:8][C:3]=1[C:4](OC)=[O:5].[H-].[Al+3].[Li+].[H-].[H-].[H-], predict the reaction product. The product is: [Cl:1][C:2]1[C:11]([CH2:12][CH2:13][CH2:14][O:15][CH3:16])=[CH:10][C:9]([CH2:17][CH2:18][CH2:19][O:20][CH3:21])=[CH:8][C:3]=1[CH2:4][OH:5]. (6) Given the reactants [F:1][C:2]1[CH:7]=[CH:6][C:5]([C:8]2([OH:19])[CH2:13][C:12]([CH3:15])([CH3:14])[N:11]([OH:16])[C:10]([CH3:18])([CH3:17])[CH2:9]2)=[CH:4][CH:3]=1.[ClH:20], predict the reaction product. The product is: [ClH:20].[F:1][C:2]1[CH:7]=[CH:6][C:5]([C:8]2([OH:19])[CH2:13][C:12]([CH3:14])([CH3:15])[N:11]([OH:16])[C:10]([CH3:18])([CH3:17])[CH2:9]2)=[CH:4][CH:3]=1. (7) Given the reactants [CH2:1]1[CH2:6][C@H:5]([C:7]([OH:9])=[O:8])[CH2:4][CH2:3][C@H:2]1[CH2:10][NH2:11].[CH3:12][CH:13]([CH3:29])[C:14]([O:16][CH2:17][O:18][C:19](ON1C(=O)CCC1=O)=[O:20])=[O:15], predict the reaction product. The product is: [CH3:12][CH:13]([CH3:29])[C:14]([O:16][CH2:17][O:18][C:19]([NH:11][CH2:10][C@H:2]1[CH2:3][CH2:4][C@H:5]([C:7]([OH:9])=[O:8])[CH2:6][CH2:1]1)=[O:20])=[O:15]. (8) Given the reactants [Br:1][C:2]1[CH:3]=[C:4]2[C:9](=[CH:10][CH:11]=1)[N:8]=[CH:7][C:6]([C:12]([CH:14]1[CH2:16][CH2:15]1)=[O:13])=[C:5]2Cl.[NH2:18][C:19]1[CH:20]=[CH:21][C:22]([NH:25][C:26](=[O:32])[O:27][C:28]([CH3:31])([CH3:30])[CH3:29])=[N:23][CH:24]=1, predict the reaction product. The product is: [Br:1][C:2]1[CH:3]=[C:4]2[C:9](=[CH:10][CH:11]=1)[N:8]=[CH:7][C:6]([C:12]([CH:14]1[CH2:16][CH2:15]1)=[O:13])=[C:5]2[NH:18][C:19]1[CH:20]=[CH:21][C:22]([NH:25][C:26](=[O:32])[O:27][C:28]([CH3:30])([CH3:29])[CH3:31])=[N:23][CH:24]=1. (9) Given the reactants [O:1]=[C:2]1[CH:7]=[CH:6][C:5]([C:8]2[O:12][N:11]=[C:10]([C:13]3[CH:18]=[CH:17][C:16]([O:19][C:20]([F:23])([F:22])[F:21])=[CH:15][CH:14]=3)[N:9]=2)=[CH:4][N:3]1[CH2:24][C:25]1[CH:26]=[C:27]([CH:31]=[CH:32][CH:33]=1)[C:28](Cl)=[O:29].Cl.[NH:35]1[CH2:38][CH:37]([OH:39])[CH2:36]1, predict the reaction product. The product is: [OH:39][CH:37]1[CH2:38][N:35]([C:28]([C:27]2[CH:26]=[C:25]([CH:33]=[CH:32][CH:31]=2)[CH2:24][N:3]2[CH:4]=[C:5]([C:8]3[O:12][N:11]=[C:10]([C:13]4[CH:18]=[CH:17][C:16]([O:19][C:20]([F:23])([F:22])[F:21])=[CH:15][CH:14]=4)[N:9]=3)[CH:6]=[CH:7][C:2]2=[O:1])=[O:29])[CH2:36]1. (10) The product is: [Cl:23][C:24]1[N:29]=[C:28]([C:9]2[CH:10]=[C:11]([N:15]3[CH2:16][CH2:17][C:18](=[O:21])[CH2:19][CH2:20]3)[CH:12]=[CH:13][CH:14]=2)[CH:27]=[CH:26][N:25]=1. Given the reactants CC1(C)C(C)(C)OB([C:9]2[CH:10]=[C:11]([N:15]3[CH2:20][CH2:19][C:18](=[O:21])[CH2:17][CH2:16]3)[CH:12]=[CH:13][CH:14]=2)O1.[Cl:23][C:24]1[N:29]=[C:28](Cl)[CH:27]=[CH:26][N:25]=1, predict the reaction product.